This data is from Forward reaction prediction with 1.9M reactions from USPTO patents (1976-2016). The task is: Predict the product of the given reaction. (1) Given the reactants [NH2:1][C:2]1[CH:3]=[C:4]2[C:9](=[C:10]([F:12])[CH:11]=1)[N:8]([CH3:13])[C:7](=[O:14])[CH2:6][CH2:5]2.[CH3:15][O:16][C:17]([C@@H:19]1[O:21][CH2:20]1)=[O:18].FC(F)(F)S([O-])(=O)=O.[Li+], predict the reaction product. The product is: [CH3:15][O:16][C:17](=[O:18])[CH:19]([OH:21])[CH2:20][NH:1][C:2]1[CH:3]=[C:4]2[C:9](=[C:10]([F:12])[CH:11]=1)[N:8]([CH3:13])[C:7](=[O:14])[CH2:6][CH2:5]2. (2) Given the reactants [NH2:1][C:2]1[CH:3]=[C:4]([CH:7]=[CH:8][C:9]=1[NH2:10])[C:5]#[N:6].O.[F:12][C:13]([F:18])([F:17])[C:14](O)=O, predict the reaction product. The product is: [C:5]([C:4]1[CH:7]=[CH:8][C:9]2[N:10]=[C:14]([C:13]([F:18])([F:17])[F:12])[NH:1][C:2]=2[CH:3]=1)#[N:6]. (3) Given the reactants [Br:1][C:2]1[CH:7]=[CH:6][C:5]([N:8]2[C:12](=O)[NH:11][N:10]=[CH:9]2)=[C:4]([F:14])[CH:3]=1.[C:15](=[O:18])([O-])[O-].[K+].[K+].[CH:21]1([C:24]#[N:25])[CH2:23][CH2:22]1, predict the reaction product. The product is: [Br:1][C:2]1[CH:7]=[CH:6][C:5]([N:8]2[C:15](=[O:18])[N:10]([CH2:9][C:21]([CH3:23])([CH3:22])[C:24]#[N:25])[N:11]=[CH:12]2)=[C:4]([F:14])[CH:3]=1. (4) Given the reactants [OH:1][C:2]1[CH:7]=[CH:6][C:5]([N+:8]([O-:10])=[O:9])=[CH:4][C:3]=1[C:11]([N:13]1[CH2:18][CH2:17][N:16]([C:19]2[CH:24]=[CH:23][C:22]([C:25]([F:28])([F:27])[F:26])=[CH:21][CH:20]=2)[CH2:15][CH2:14]1)=[O:12].[CH:29]1(Br)[CH2:31][CH2:30]1, predict the reaction product. The product is: [CH2:31]([O:1][C:2]1[CH:7]=[CH:6][C:5]([N+:8]([O-:10])=[O:9])=[CH:4][C:3]=1[C:11]([N:13]1[CH2:18][CH2:17][N:16]([C:19]2[CH:24]=[CH:23][C:22]([C:25]([F:28])([F:27])[F:26])=[CH:21][CH:20]=2)[CH2:15][CH2:14]1)=[O:12])[CH:29]=[CH2:30]. (5) The product is: [CH:4]([NH:3][C:15]([C:12]1[CH:13]=[CH:14][NH:10][CH:11]=1)=[O:17])([CH3:6])[CH3:5]. Given the reactants CC[N:3](C(C)C)[CH:4]([CH3:6])[CH3:5].[NH:10]1[CH:14]=[CH:13][C:12]([C:15]([OH:17])=O)=[CH:11]1.C(N)(C)C.CN(C(ON1N=NC2C=CC=NC1=2)=[N+](C)C)C.F[P-](F)(F)(F)(F)F, predict the reaction product. (6) Given the reactants [N+:1]([C:4]1[CH:9]=[CH:8][C:7]([C:10]2[C:14]([C:15]([NH2:17])=[O:16])=[C:13]([NH:18][C:19]([N:21]3[CH2:25][CH2:24][CH2:23][C:22]3=[O:26])=[O:20])[S:12][N:11]=2)=[CH:6][CH:5]=1)([O-:3])=[O:2].Cl.[OH-:28].[Na+], predict the reaction product. The product is: [NH2:17][C:15]([C:14]1[C:10]([C:7]2[CH:8]=[CH:9][C:4]([N+:1]([O-:3])=[O:2])=[CH:5][CH:6]=2)=[N:11][S:12][C:13]=1[NH:18][C:19]([NH:21][CH2:25][CH2:24][CH2:23][C:22]([OH:28])=[O:26])=[O:20])=[O:16].